This data is from Reaction yield outcomes from USPTO patents with 853,638 reactions. The task is: Predict the reaction yield, written as a fraction of the theoretical maximum amount of product (1.0 means a 100% yield; for example, 0.34 means a 34% yield). (1) No catalyst specified. The reactants are [F:1][C:2]([F:7])([F:6])[C:3]([OH:5])=[O:4].[F:8][C:9]([F:14])([F:13])[C:10]([OH:12])=[O:11].FC(F)(F)C(O)=O.[Cl:22][C:23]1[CH:24]=[N:25][C:26]2[NH:27][C:28]3[CH:29]=[N:30][CH:31]=[C:32]([CH:54]=3)[CH2:33][CH2:34][C:35]3[CH:43]=[C:39]([NH:40][C:41]=1[N:42]=2)[CH:38]=[CH:37][C:36]=3[NH:44][C:45](=[O:53])[CH2:46][CH:47]1[CH2:52][CH2:51][NH:50][CH2:49][CH2:48]1.[N:55]([C:58]1[CH:63]=[CH:62][C:61]([O:64][CH3:65])=[CH:60][CH:59]=1)=[C:56]=[O:57]. The product is [F:1][C:2]([F:7])([F:6])[C:3]([OH:5])=[O:4].[F:8][C:9]([F:14])([F:13])[C:10]([OH:12])=[O:11].[Cl:22][C:23]1[CH:24]=[N:25][C:26]2[NH:27][C:28]3[CH:29]=[N:30][CH:31]=[C:32]([CH:54]=3)[CH2:33][CH2:34][C:35]3[CH:43]=[C:39]([NH:40][C:41]=1[N:42]=2)[CH:38]=[CH:37][C:36]=3[NH:44][C:45](=[O:53])[CH2:46][CH:47]1[CH2:52][CH2:51][N:50]([C:56]([NH:55][C:58]2[CH:63]=[CH:62][C:61]([O:64][CH3:65])=[CH:60][CH:59]=2)=[O:57])[CH2:49][CH2:48]1. The yield is 0.260. (2) The reactants are [NH:1]1[C:9]2[C:4](=[CH:5][C:6]([CH2:10][NH:11][CH3:12])=[CH:7][CH:8]=2)[CH:3]=[CH:2]1.Cl.Cl.[CH3:15][N:16]1[CH2:22][C:21]2[CH:23]=[C:24](/[CH:27]=[CH:28]/[C:29]([OH:31])=O)[CH:25]=[N:26][C:20]=2[NH:19][C:18](=[O:32])[CH2:17]1.C1C=CC2N(O)N=NC=2C=1.C(N(C(C)C)CC)(C)C.CCN=C=NCCCN(C)C.Cl. The catalyst is CN(C=O)C.O. The product is [NH:1]1[C:9]2[C:4](=[CH:5][C:6]([CH2:10][N:11]([CH3:12])[C:29](=[O:31])/[CH:28]=[CH:27]/[C:24]3[CH:25]=[N:26][C:20]4[NH:19][C:18](=[O:32])[CH2:17][N:16]([CH3:15])[CH2:22][C:21]=4[CH:23]=3)=[CH:7][CH:8]=2)[CH:3]=[CH:2]1. The yield is 0.630. (3) The reactants are [CH3:1][N:2]1[C:6]2[CH:7]=[C:8]([NH:26]C(=O)C(F)(F)F)[C:9]([O:11][C:12]3[CH:13]=[C:14]([CH:23]=[CH:24][CH:25]=3)[O:15][CH2:16][CH2:17][CH2:18][C:19]([O:21]C)=[O:20])=[CH:10][C:5]=2[N:4]([CH3:33])[C:3]1=[O:34].[OH-].[Na+]. The catalyst is O. The product is [NH2:26][C:8]1[C:9]([O:11][C:12]2[CH:13]=[C:14]([CH:23]=[CH:24][CH:25]=2)[O:15][CH2:16][CH2:17][CH2:18][C:19]([OH:21])=[O:20])=[CH:10][C:5]2[N:4]([CH3:33])[C:3](=[O:34])[N:2]([CH3:1])[C:6]=2[CH:7]=1. The yield is 0.620.